From a dataset of HIV replication inhibition screening data with 41,000+ compounds from the AIDS Antiviral Screen. Binary Classification. Given a drug SMILES string, predict its activity (active/inactive) in a high-throughput screening assay against a specified biological target. (1) The molecule is CCC(CC)n1cc(C(=O)NC(=O)NCCCCCOC(=O)CCCCCCCCCCC(=O)OCCCCCNC(=O)NC(=O)c2cn(C(CC)CC)c(=O)[nH]c2=O)c(=O)[nH]c1=O. The result is 0 (inactive). (2) The drug is COc1ccc(C2=Nc3ccccc3SC(c3ccc(OC)cc3)C2)cc1. The result is 0 (inactive). (3) The molecule is O=C(OCc1ccccc1)C1CCN1C(c1ccccc1)c1ccccc1. The result is 0 (inactive).